Dataset: Forward reaction prediction with 1.9M reactions from USPTO patents (1976-2016). Task: Predict the product of the given reaction. (1) Given the reactants [C@H:1]12[CH2:7][C@H:4]([NH:5][CH2:6]1)[CH2:3][N:2]2[C:8]([C@@H:10]([NH:15][C:16]([C:18]1[NH:19][C:20]2[C:25]([CH:26]=1)=[CH:24][CH:23]=[CH:22][CH:21]=2)=[O:17])[C:11]([CH3:14])([CH3:13])[CH3:12])=[O:9].C(Cl)CCl.C1C=CC2N(O)N=NC=2C=1.[C:41]1([C:47]2[CH:48]=[CH:49][C:50]([C:53](O)=[O:54])=[N:51][CH:52]=2)[CH:46]=[CH:45][CH:44]=[CH:43][CH:42]=1.CCN(C(C)C)C(C)C, predict the reaction product. The product is: [CH3:12][C:11]([CH3:14])([CH3:13])[C@H:10]([NH:15][C:16]([C:18]1[NH:19][C:20]2[C:25]([CH:26]=1)=[CH:24][CH:23]=[CH:22][CH:21]=2)=[O:17])[C:8]([N:2]1[CH2:3][C@@H:4]2[CH2:7][C@H:1]1[CH2:6][N:5]2[C:53]([C:50]1[CH:49]=[CH:48][C:47]([C:41]2[CH:42]=[CH:43][CH:44]=[CH:45][CH:46]=2)=[CH:52][N:51]=1)=[O:54])=[O:9]. (2) Given the reactants [Cl:1][C:2]1[CH:27]=[CH:26][C:5]([CH2:6][N:7]2[C:15]3[C:10](=[CH:11][C:12]([CH:16]=[C:17]4[S:21][C:20](SCC)=[N:19][C:18]4=[O:25])=[CH:13][CH:14]=3)[CH:9]=[N:8]2)=[C:4]([C:28]([F:31])([F:30])[F:29])[CH:3]=1.[CH3:32][N:33]1[CH2:39][CH:38]2[NH:40][CH:35]([CH2:36][CH2:37]2)[CH2:34]1, predict the reaction product. The product is: [Cl:1][C:2]1[CH:27]=[CH:26][C:5]([CH2:6][N:7]2[C:15]3[C:10](=[CH:11][C:12]([CH:16]=[C:17]4[S:21][C:20]([N:40]5[CH:35]6[CH2:36][CH2:37][CH:38]5[CH2:39][N:33]([CH3:32])[CH2:34]6)=[N:19][C:18]4=[O:25])=[CH:13][CH:14]=3)[CH:9]=[N:8]2)=[C:4]([C:28]([F:29])([F:30])[F:31])[CH:3]=1.